Dataset: Peptide-MHC class I binding affinity with 185,985 pairs from IEDB/IMGT. Task: Regression. Given a peptide amino acid sequence and an MHC pseudo amino acid sequence, predict their binding affinity value. This is MHC class I binding data. (1) The peptide sequence is RIKQQGIFG. The MHC is HLA-A30:01 with pseudo-sequence HLA-A30:01. The binding affinity (normalized) is 0.723. (2) The peptide sequence is LTTPGLNHAF. The binding affinity (normalized) is 0.720. The MHC is Mamu-A01 with pseudo-sequence Mamu-A01. (3) The peptide sequence is ICISLSNSF. The MHC is HLA-A26:01 with pseudo-sequence HLA-A26:01. The binding affinity (normalized) is 0. (4) The peptide sequence is AEISGSSPI. The MHC is HLA-B40:01 with pseudo-sequence HLA-B40:01. The binding affinity (normalized) is 1.00. (5) The peptide sequence is SSKVFLKAF. The MHC is HLA-B08:01 with pseudo-sequence HLA-B08:01. The binding affinity (normalized) is 0.391. (6) The peptide sequence is TPKFTRMVV. The MHC is HLA-B07:02 with pseudo-sequence HLA-B07:02. The binding affinity (normalized) is 0.570. (7) The peptide sequence is FSVPLDKDF. The MHC is HLA-B57:02 with pseudo-sequence HLA-B57:02. The binding affinity (normalized) is 0.272.